Task: Predict the reactants needed to synthesize the given product.. Dataset: Full USPTO retrosynthesis dataset with 1.9M reactions from patents (1976-2016) (1) Given the product [F:16][C:2]([F:1])([F:17])[C:3]1[CH:7]=[C:6]([C:8]([F:9])([F:10])[F:11])[N:5]([CH2:12][C:13]([N:49]2[CH2:50][CH2:51][CH:46]([C:43]3[S:44][CH:45]=[C:41]([C:39]([N:38]([CH3:37])[C@H:52]4[C:61]5[C:56](=[CH:57][CH:58]=[CH:59][CH:60]=5)[CH2:55][CH2:54][CH2:53]4)=[O:40])[N:42]=3)[CH2:47][CH2:48]2)=[O:15])[N:4]=1, predict the reactants needed to synthesize it. The reactants are: [F:1][C:2]([F:17])([F:16])[C:3]1[CH:7]=[C:6]([C:8]([F:11])([F:10])[F:9])[N:5]([CH2:12][C:13]([OH:15])=O)[N:4]=1.CCCP1(OP(CCC)(=O)OP(CCC)(=O)O1)=O.Cl.[CH3:37][N:38]([C@H:52]1[C:61]2[C:56](=[CH:57][CH:58]=[CH:59][CH:60]=2)[CH2:55][CH2:54][CH2:53]1)[C:39]([C:41]1[N:42]=[C:43]([CH:46]2[CH2:51][CH2:50][NH:49][CH2:48][CH2:47]2)[S:44][CH:45]=1)=[O:40].C(N(CC)CC)C. (2) Given the product [F:1][C:2]1[CH:33]=[CH:32][C:5]([CH2:6][C:7]2[CH:16]=[C:15]3[C:10]([C:11]([OH:31])=[C:12]([C:26]([NH:34][CH:35]([CH2:36][OH:37])[CH2:38][CH2:39][CH3:40])=[O:27])[C:13](=[O:25])[N:14]3[CH2:17][CH2:18][N:19]3[CH2:23][CH2:22][CH2:21][C:20]3=[O:24])=[N:9][CH:8]=2)=[CH:4][CH:3]=1, predict the reactants needed to synthesize it. The reactants are: [F:1][C:2]1[CH:33]=[CH:32][C:5]([CH2:6][C:7]2[CH:16]=[C:15]3[C:10]([C:11]([OH:31])=[C:12]([C:26](OCC)=[O:27])[C:13](=[O:25])[N:14]3[CH2:17][CH2:18][N:19]3[CH2:23][CH2:22][CH2:21][C:20]3=[O:24])=[N:9][CH:8]=2)=[CH:4][CH:3]=1.[NH2:34][CH:35]([CH2:38][CH2:39][CH3:40])[CH2:36][OH:37]. (3) Given the product [C:1]1([CH:8]=[CH:7][CH:6]=[C:4]([OH:5])[CH:3]=1)[OH:2].[CH2:11]=[O:12], predict the reactants needed to synthesize it. The reactants are: [C:1]1([CH:8]=[CH:7][CH:6]=[C:4]([OH:5])[CH:3]=1)[OH:2].C=O.[C:11]([O-])([O-])=[O:12].[Na+].[Na+].